This data is from Catalyst prediction with 721,799 reactions and 888 catalyst types from USPTO. The task is: Predict which catalyst facilitates the given reaction. (1) Reactant: C(O[C:6]([N:8]1[CH2:11][CH:10]([CH2:12][N:13]2[CH2:18][CH2:17][CH:16]([C:19]3[CH:24]=[CH:23][CH:22]=[C:21]([NH:25][C:26](=[O:28])[CH3:27])[CH:20]=3)[CH2:15][CH2:14]2)[CH2:9]1)=O)(C)(C)C.C(Cl)Cl.[Cl:32][C:33]1[CH:38]=[CH:37][C:36]([C:39]2[C:48]3[C:43](=[CH:44][CH:45]=[CH:46][CH:47]=3)[N:42]=C(NCCCN3CCC(C4C=C(NC(=O)C)C=CC=4)CC3)[N:40]=2)=[CH:35][CH:34]=1. Product: [Cl:32][C:33]1[CH:38]=[CH:37][C:36]([C:39]2[C:48]3[C:43](=[CH:44][CH:45]=[CH:46][CH:47]=3)[N:42]=[C:6]([N:8]3[CH2:9][CH:10]([CH2:12][N:13]4[CH2:14][CH2:15][CH:16]([C:19]5[CH:20]=[C:21]([NH:25][C:26](=[O:28])[CH3:27])[CH:22]=[CH:23][CH:24]=5)[CH2:17][CH2:18]4)[CH2:11]3)[N:40]=2)=[CH:35][CH:34]=1. The catalyst class is: 8. (2) Reactant: C([N:8]1[C:17]2[C:12](=[CH:13][CH:14]=[C:15]([CH2:18][C:19]3[CH:20]=[C:21]([C@H:28]4[C@H:33]([OH:34])[C@@H:32]([OH:35])[C@H:31]([OH:36])[C@@H:30]([CH2:37][OH:38])[O:29]4)[CH:22]=[CH:23][C:24]=3[CH:25]([CH3:27])[CH3:26])[CH:16]=2)[CH2:11][CH2:10][CH2:9]1)C1C=CC=CC=1.Cl. Product: [OH:38][CH2:37][C@@H:30]1[C@@H:31]([OH:36])[C@H:32]([OH:35])[C@@H:33]([OH:34])[C@H:28]([C:21]2[CH:22]=[CH:23][C:24]([CH:25]([CH3:27])[CH3:26])=[C:19]([CH2:18][C:15]3[CH:16]=[C:17]4[C:12]([CH2:11][CH2:10][CH2:9][NH:8]4)=[CH:13][CH:14]=3)[CH:20]=2)[O:29]1. The catalyst class is: 19. (3) The catalyst class is: 147. Reactant: [OH:1]I1(=O)C2C=CC=CC=2C(=O)O1.[OH:13][C:14]1[CH:15]=[CH:16][C:17]2[CH2:18][C@H:19]3[N:30]([C:31]([O:33][CH2:34][C:35]4[CH:40]=[CH:39][CH:38]=[CH:37][CH:36]=4)=[O:32])[CH2:29][CH2:28][C@@:25]4([C:26]=2[CH:27]=1)[C@H:20]3[CH2:21][CH2:22][CH2:23][CH2:24]4.[BH4-].[Na+].C(O)(=O)C. Product: [OH:1][C:15]1[C:14]([OH:13])=[CH:27][C:26]2[C@:25]34[CH2:28][CH2:29][N:30]([C:31]([O:33][CH2:34][C:35]5[CH:40]=[CH:39][CH:38]=[CH:37][CH:36]=5)=[O:32])[C@@H:19]([C@@H:20]3[CH2:21][CH2:22][CH2:23][CH2:24]4)[CH2:18][C:17]=2[CH:16]=1. (4) Reactant: [CH3:1][O:2][C:3]1[CH:4]=[C:5]2[C:10](=[CH:11][C:12]=1[O:13][CH3:14])[N:9]=[CH:8][CH:7]=[C:6]2[O:15][C:16]1[CH:22]=[CH:21][C:19]([NH2:20])=[CH:18][CH:17]=1.Cl[C:24](Cl)([O:26][C:27](=[O:33])OC(Cl)(Cl)Cl)Cl.[C:35]1(O)[CH:40]=[CH:39]C=[CH:37][CH:36]=1.C(=O)(O)[O-].[Na+]. Product: [CH3:1][O:2][C:3]1[CH:4]=[C:5]2[C:10](=[CH:11][C:12]=1[O:13][CH3:14])[N:9]=[CH:8][CH:7]=[C:6]2[O:15][C:16]1[CH:22]=[CH:21][C:19]([NH:20][C:27](=[O:33])[O:26][C:24]2[CH:39]=[CH:40][CH:35]=[CH:36][CH:37]=2)=[CH:18][CH:17]=1. The catalyst class is: 208.